Dataset: Forward reaction prediction with 1.9M reactions from USPTO patents (1976-2016). Task: Predict the product of the given reaction. (1) Given the reactants [C:1]([O:4][CH2:5][C@@H:6]1[C@@H:11]([O:12][C:13](=[O:15])[CH3:14])[C@H:10](OC(=O)C)[CH:9]=[CH:8][O:7]1)(=[O:3])[CH3:2].[OH:20][C:21]1[CH:22]=[C:23]2[C:28](=[CH:29][CH:30]=1)[CH:27]=[C:26](B(O)O)[CH:25]=[CH:24]2, predict the reaction product. The product is: [C:1]([O:4][CH2:5][C@@H:6]1[C@@H:11]([O:12][C:13](=[O:15])[CH3:14])[CH:10]=[CH:9][C@@H:8]([C:26]2[CH:25]=[CH:24][C:23]3[C:28](=[CH:29][CH:30]=[C:21]([OH:20])[CH:22]=3)[CH:27]=2)[O:7]1)(=[O:3])[CH3:2]. (2) Given the reactants [ClH:1].[CH2:2]([C@H:4]1[C@H:18]([NH:19]C(=O)OC(C)(C)C)[C:17](=[O:27])[N:16]2[CH2:28][C@H:29]([O:31][C:32]3[C:41]4[C:36](=[CH:37][CH:38]=[C:39]([F:42])[CH:40]=4)[C:35]([O:43][CH3:44])=[CH:34][N:33]=3)[CH2:30][C@H:15]2[C:14](=[O:45])[NH:13][C@:12]2([C:47](=[O:56])[NH:48][S:49]([C:52]3([CH3:55])[CH2:54][CH2:53]3)(=[O:51])=[O:50])[CH2:46][C@H:11]2[CH:10]=[CH:9][CH2:8][CH2:7][C@@H:6]([CH3:57])[CH2:5]1)[CH3:3], predict the reaction product. The product is: [ClH:1].[NH2:19][C@@H:18]1[C:17](=[O:27])[N:16]2[CH2:28][C@H:29]([O:31][C:32]3[C:41]4[C:36](=[CH:37][CH:38]=[C:39]([F:42])[CH:40]=4)[C:35]([O:43][CH3:44])=[CH:34][N:33]=3)[CH2:30][C@H:15]2[C:14](=[O:45])[NH:13][C@:12]2([C:47]([NH:48][S:49]([C:52]3([CH3:55])[CH2:53][CH2:54]3)(=[O:50])=[O:51])=[O:56])[CH2:46][C@H:11]2[CH:10]=[CH:9][CH2:8][CH2:7][C@@H:6]([CH3:57])[CH2:5][C@H:4]1[CH2:2][CH3:3]. (3) Given the reactants [Cl:1][C:2]1[CH:10]=[CH:9][CH:8]=[C:7]2[C:3]=1[CH:4]=[CH:5][N:6]2[CH2:11][C:12]1[N:13]=[CH:14][N:15](C(C2C=CC=CC=2)(C2C=CC=CC=2)C2C=CC=CC=2)[CH:16]=1.O.[OH-].[Na+], predict the reaction product. The product is: [Cl:1][C:2]1[CH:10]=[CH:9][CH:8]=[C:7]2[C:3]=1[CH:4]=[CH:5][N:6]2[CH2:11][C:12]1[NH:13][CH2:14][NH:15][CH:16]=1. (4) Given the reactants [Cl:1][C:2]1[CH:3]=[C:4]([C:9]2[N:14]=[CH:13][N:12]=[C:11]([C:15]#[N:16])[CH:10]=2)[CH:5]=[CH:6][C:7]=1[Cl:8].C[Si](C)(C)[N-:19][Si](C)(C)C.[Li+], predict the reaction product. The product is: [Cl:1][C:2]1[CH:3]=[C:4]([C:9]2[N:14]=[CH:13][N:12]=[C:11]([C:15]([NH2:19])=[NH:16])[CH:10]=2)[CH:5]=[CH:6][C:7]=1[Cl:8]. (5) Given the reactants C([O:4][C@H:5]1[C@@H:10]([O:11]C(=O)C)[C@@H:9]([CH2:15][O:16]C(=O)C)[O:8][C@@H:7]([O:20]CCOCCOCCOCC(O)=O)[C@@H:6]1[NH:34][C:35](=[O:37])[CH3:36])(=O)C.Cl.C(OC(=O)[C@@H](NC(=O)[C@@H](N)CCCCN)CCCCN)C1C=CC=CC=1.CCN(C(C)C)C(C)C.ON1C2N=CC=CC=2N=N1, predict the reaction product. The product is: [OH:20][CH:7]1[O:8][C@H:9]([CH2:15][OH:16])[C@H:10]([OH:11])[C@H:5]([OH:4])[C@H:6]1[NH:34][C:35]([CH3:36])=[O:37]. (6) The product is: [Cl:25][C:20]1[CH:21]=[CH:22][CH:23]=[CH:24][C:19]=1[N:18]1[C:14]([C:12]2[N:13]=[C:6]3[C:5]4[CH:26]=[N:27][C:2]([N:29]([CH3:30])[CH3:28])=[CH:3][C:4]=4[O:10][CH2:9][CH2:8][N:7]3[CH:11]=2)=[N:15][CH:16]=[N:17]1. Given the reactants Br[C:2]1[N:27]=[CH:26][C:5]2[C:6]3[N:7]([CH:11]=[C:12]([C:14]4[N:18]([C:19]5[CH:24]=[CH:23][CH:22]=[CH:21][C:20]=5[Cl:25])[N:17]=[CH:16][N:15]=4)[N:13]=3)[CH2:8][CH2:9][O:10][C:4]=2[CH:3]=1.[CH3:28][NH:29][CH3:30], predict the reaction product. (7) Given the reactants [NH:1]1[C:9]2[C:4](=[CH:5][CH:6]=[C:7]([C:10]([OH:12])=[O:11])[CH:8]=2)[CH:3]=[CH:2]1.[OH-].[K+].CO.[C:17]1(=O)[CH2:21][CH2:20][CH2:19][CH2:18]1, predict the reaction product. The product is: [C:17]1([C:3]2[C:4]3[C:9](=[CH:8][C:7]([C:10]([OH:12])=[O:11])=[CH:6][CH:5]=3)[NH:1][CH:2]=2)[CH2:21][CH2:20][CH2:19][CH:18]=1. (8) Given the reactants [C:1]([C:3]1[CH:8]=[CH:7][C:6]([C:9](=[O:23])[CH:10]([NH:15]C(=O)OC(C)(C)C)[C:11]([CH3:14])([CH3:13])[CH3:12])=[CH:5][CH:4]=1)#[N:2].[ClH:24], predict the reaction product. The product is: [ClH:24].[NH2:15][CH:10]([C:11]([CH3:14])([CH3:13])[CH3:12])[C:9]([C:6]1[CH:7]=[CH:8][C:3]([C:1]#[N:2])=[CH:4][CH:5]=1)=[O:23]. (9) Given the reactants [C:1]1([CH3:16])[CH:6]=[CH:5][C:4]([C:7]2[NH:8][C:9]([C:12](F)(F)F)=[CH:10][N:11]=2)=[CH:3][CH:2]=1.[OH-:17].[Na+].Cl.[OH2:20], predict the reaction product. The product is: [C:1]1([CH3:16])[CH:6]=[CH:5][C:4]([C:7]2[NH:8][C:9]([C:12]([OH:20])=[O:17])=[CH:10][N:11]=2)=[CH:3][CH:2]=1.